This data is from NCI-60 drug combinations with 297,098 pairs across 59 cell lines. The task is: Regression. Given two drug SMILES strings and cell line genomic features, predict the synergy score measuring deviation from expected non-interaction effect. (1) Synergy scores: CSS=48.8, Synergy_ZIP=1.17, Synergy_Bliss=-2.61, Synergy_Loewe=-39.0, Synergy_HSA=-4.53. Drug 1: CC(C1=C(C=CC(=C1Cl)F)Cl)OC2=C(N=CC(=C2)C3=CN(N=C3)C4CCNCC4)N. Drug 2: COC1=NC(=NC2=C1N=CN2C3C(C(C(O3)CO)O)O)N. Cell line: SR. (2) Drug 1: CCC1=C2CN3C(=CC4=C(C3=O)COC(=O)C4(CC)O)C2=NC5=C1C=C(C=C5)O. Drug 2: CC(C)CN1C=NC2=C1C3=CC=CC=C3N=C2N. Cell line: SNB-19. Synergy scores: CSS=46.8, Synergy_ZIP=-1.17, Synergy_Bliss=-2.04, Synergy_Loewe=-38.3, Synergy_HSA=-1.32. (3) Drug 1: C1CN1C2=NC(=NC(=N2)N3CC3)N4CC4. Drug 2: CCC1(CC2CC(C3=C(CCN(C2)C1)C4=CC=CC=C4N3)(C5=C(C=C6C(=C5)C78CCN9C7C(C=CC9)(C(C(C8N6C)(C(=O)OC)O)OC(=O)C)CC)OC)C(=O)OC)O.OS(=O)(=O)O. Cell line: PC-3. Synergy scores: CSS=14.8, Synergy_ZIP=1.17, Synergy_Bliss=1.46, Synergy_Loewe=1.47, Synergy_HSA=1.67. (4) Drug 1: CC1=CC2C(CCC3(C2CCC3(C(=O)C)OC(=O)C)C)C4(C1=CC(=O)CC4)C. Drug 2: B(C(CC(C)C)NC(=O)C(CC1=CC=CC=C1)NC(=O)C2=NC=CN=C2)(O)O. Cell line: COLO 205. Synergy scores: CSS=12.6, Synergy_ZIP=4.38, Synergy_Bliss=12.6, Synergy_Loewe=12.8, Synergy_HSA=11.3. (5) Drug 1: COC1=C(C=C2C(=C1)N=CN=C2NC3=CC(=C(C=C3)F)Cl)OCCCN4CCOCC4. Drug 2: CCCS(=O)(=O)NC1=C(C(=C(C=C1)F)C(=O)C2=CNC3=C2C=C(C=N3)C4=CC=C(C=C4)Cl)F. Cell line: OVCAR-8. Synergy scores: CSS=27.2, Synergy_ZIP=-1.86, Synergy_Bliss=-1.54, Synergy_Loewe=-9.52, Synergy_HSA=-3.39. (6) Drug 1: C1=CC=C(C(=C1)C(C2=CC=C(C=C2)Cl)C(Cl)Cl)Cl. Drug 2: C1C(C(OC1N2C=NC(=NC2=O)N)CO)O. Cell line: EKVX. Synergy scores: CSS=0.742, Synergy_ZIP=-0.143, Synergy_Bliss=-0.905, Synergy_Loewe=-3.35, Synergy_HSA=-2.45.